From a dataset of NCI-60 drug combinations with 297,098 pairs across 59 cell lines. Regression. Given two drug SMILES strings and cell line genomic features, predict the synergy score measuring deviation from expected non-interaction effect. (1) Drug 1: C1CCC(C(C1)N)N.C(=O)(C(=O)[O-])[O-].[Pt+4]. Drug 2: C1CN(P(=O)(OC1)NCCCl)CCCl. Cell line: HT29. Synergy scores: CSS=12.6, Synergy_ZIP=-21.3, Synergy_Bliss=-39.1, Synergy_Loewe=-38.2, Synergy_HSA=-38.2. (2) Drug 1: COC1=NC(=NC2=C1N=CN2C3C(C(C(O3)CO)O)O)N. Drug 2: C1=NC(=NC(=O)N1C2C(C(C(O2)CO)O)O)N. Cell line: OVCAR-4. Synergy scores: CSS=22.1, Synergy_ZIP=-5.49, Synergy_Bliss=3.67, Synergy_Loewe=-31.4, Synergy_HSA=-4.52. (3) Drug 1: CC1=C(C=C(C=C1)C(=O)NC2=CC(=CC(=C2)C(F)(F)F)N3C=C(N=C3)C)NC4=NC=CC(=N4)C5=CN=CC=C5. Drug 2: CC1CCCC2(C(O2)CC(NC(=O)CC(C(C(=O)C(C1O)C)(C)C)O)C(=CC3=CSC(=N3)C)C)C. Cell line: MOLT-4. Synergy scores: CSS=68.3, Synergy_ZIP=7.86, Synergy_Bliss=11.3, Synergy_Loewe=-25.2, Synergy_HSA=3.98. (4) Drug 1: CC12CCC(CC1=CCC3C2CCC4(C3CC=C4C5=CN=CC=C5)C)O. Drug 2: CC1C(C(CC(O1)OC2CC(CC3=C2C(=C4C(=C3O)C(=O)C5=CC=CC=C5C4=O)O)(C(=O)C)O)N)O. Cell line: NCIH23. Synergy scores: CSS=40.9, Synergy_ZIP=0.981, Synergy_Bliss=2.72, Synergy_Loewe=-12.4, Synergy_HSA=2.78. (5) Synergy scores: CSS=6.86, Synergy_ZIP=1.61, Synergy_Bliss=3.45, Synergy_Loewe=-12.5, Synergy_HSA=-3.89. Drug 1: C1=NC2=C(N=C(N=C2N1C3C(C(C(O3)CO)O)O)F)N. Drug 2: CC1=C(C=C(C=C1)NC(=O)C2=CC=C(C=C2)CN3CCN(CC3)C)NC4=NC=CC(=N4)C5=CN=CC=C5. Cell line: M14. (6) Drug 1: CC1C(C(CC(O1)OC2CC(OC(C2O)C)OC3=CC4=CC5=C(C(=O)C(C(C5)C(C(=O)C(C(C)O)O)OC)OC6CC(C(C(O6)C)O)OC7CC(C(C(O7)C)O)OC8CC(C(C(O8)C)O)(C)O)C(=C4C(=C3C)O)O)O)O. Drug 2: C1=NC2=C(N1)C(=S)N=CN2. Cell line: HCC-2998. Synergy scores: CSS=67.0, Synergy_ZIP=-2.36, Synergy_Bliss=1.91, Synergy_Loewe=-12.0, Synergy_HSA=0.0140.